Dataset: Catalyst prediction with 721,799 reactions and 888 catalyst types from USPTO. Task: Predict which catalyst facilitates the given reaction. (1) Reactant: Cl.[CH:2]([O:5][C:6]([N:8]1[C:17]2[C:12](=[CH:13][C:14]([C:18]([F:21])([F:20])[F:19])=[CH:15][CH:16]=2)[C@H:11]([NH:22]C(=O)C)[CH2:10][C@@H:9]1[CH:26]1[CH2:28][CH2:27]1)=[O:7])([CH3:4])[CH3:3].C(=O)([O-])[O-].[Na+].[Na+]. Product: [CH:2]([O:5][C:6]([N:8]1[C:17]2[C:12](=[CH:13][C:14]([C:18]([F:19])([F:21])[F:20])=[CH:15][CH:16]=2)[C@H:11]([NH2:22])[CH2:10][C@@H:9]1[CH:26]1[CH2:27][CH2:28]1)=[O:7])([CH3:4])[CH3:3]. The catalyst class is: 8. (2) Reactant: F[C:2]1[CH:3]=[C:4]([C:11]2[N:15]([CH3:16])[C:14]([CH3:17])=[N:13][CH:12]=2)[CH:5]=[C:6]([N+:8]([O-:10])=[O:9])[CH:7]=1.[NH:18]1[CH2:23][CH2:22][O:21][CH2:20][CH2:19]1. Product: [CH3:16][N:15]1[C:11]([C:4]2[CH:3]=[C:2]([N:18]3[CH2:23][CH2:22][O:21][CH2:20][CH2:19]3)[CH:7]=[C:6]([N+:8]([O-:10])=[O:9])[CH:5]=2)=[CH:12][N:13]=[C:14]1[CH3:17]. The catalyst class is: 866. (3) Reactant: Br[C:2]1[C:10]2[C:6](=[N:7][N:8]([CH2:11][CH2:12][CH2:13][CH2:14][CH2:15][CH2:16][CH2:17][CH3:18])[N:9]=2)[C:5](Br)=[CH:4][CH:3]=1.[CH2:20]([O:24][C:25]1[CH:30]=[CH:29][C:28](B(O)O)=[CH:27][CH:26]=1)[CH:21]([CH3:23])[CH3:22].[C:34](=[O:37])([O-])[O-].[Na+].[Na+].[C:40]1(C)[CH:45]=[CH:44][CH:43]=[CH:42][CH:41]=1.[CH2:47](O)[CH2:48][CH2:49]C. Product: [CH2:20]([O:24][C:25]1[CH:30]=[CH:29][C:28]([C:2]2[C:10]3[C:6](=[N:7][N:8]([CH2:11][CH2:12][CH2:13][CH2:14][CH2:15][CH2:16][CH2:17][CH3:18])[N:9]=3)[C:5]([C:40]3[CH:41]=[CH:42][C:43]([O:37][CH2:34][CH:48]([CH3:49])[CH3:47])=[CH:44][CH:45]=3)=[CH:4][CH:3]=2)=[CH:27][CH:26]=1)[CH:21]([CH3:23])[CH3:22]. The catalyst class is: 257. (4) Reactant: Br[C:2]1[CH:7]=[CH:6][C:5]([C:8]2[C:12]([C:13]3[CH:18]=[CH:17][C:16]([S:19]([CH3:22])(=[O:21])=[O:20])=[C:15]([F:23])[CH:14]=3)=[C:11]([CH3:24])[O:10][N:9]=2)=[CH:4][CH:3]=1.C([Sn](CCCC)(CCCC)[C:30]1[N:31]=[CH:32][S:33][CH:34]=1)CCC. Product: [F:23][C:15]1[CH:14]=[C:13]([C:12]2[C:8]([C:5]3[CH:6]=[CH:7][C:2]([C:30]4[N:31]=[CH:32][S:33][CH:34]=4)=[CH:3][CH:4]=3)=[N:9][O:10][C:11]=2[CH3:24])[CH:18]=[CH:17][C:16]=1[S:19]([CH3:22])(=[O:21])=[O:20]. The catalyst class is: 109. (5) Reactant: CC(OC([N:8](C(OC(C)(C)C)=O)[N:9]([C:17]1[C:22]([F:23])=[C:21]([N:24]2[CH2:28][CH2:27][CH:26]([N:29]([CH3:31])[CH3:30])[C:25]2([CH3:33])[CH3:32])[N:20]=[C:19]([Cl:34])[N:18]=1)C(OC(C)(C)C)=O)=O)(C)C.[ClH:42]. Product: [ClH:34].[ClH:42].[ClH:34].[ClH:34].[ClH:34].[Cl:34][C:19]1[N:20]=[C:21]([N:24]2[CH2:28][CH2:27][CH:26]([N:29]([CH3:31])[CH3:30])[C:25]2([CH3:32])[CH3:33])[C:22]([F:23])=[C:17]([NH:9][NH2:8])[N:18]=1. The catalyst class is: 71. (6) Reactant: [Cl:1][C:2]1[CH:10]=[C:9]2[C:5]([C:6]([CH2:16][CH2:17][CH2:18][S:19][CH3:20])=[C:7]([C:11]([O:13][CH2:14][CH3:15])=[O:12])[NH:8]2)=[CH:4][CH:3]=1.[H-].[Na+].[C:23]1([S:29](Cl)(=[O:31])=[O:30])[CH:28]=[CH:27][CH:26]=[CH:25][CH:24]=1. Product: [Cl:1][C:2]1[CH:10]=[C:9]2[C:5]([C:6]([CH2:16][CH2:17][CH2:18][S:19][CH3:20])=[C:7]([C:11]([O:13][CH2:14][CH3:15])=[O:12])[N:8]2[S:29]([C:23]2[CH:28]=[CH:27][CH:26]=[CH:25][CH:24]=2)(=[O:31])=[O:30])=[CH:4][CH:3]=1. The catalyst class is: 9. (7) Reactant: C([O:8][C:9](=O)[CH2:10][C@H:11]([NH:15][C:16]([O:18][C:19]([CH3:22])([CH3:21])[CH3:20])=[O:17])[CH2:12][O:13][CH3:14])C1C=CC=CC=1.[Li+].[BH4-].C1COCC1. Product: [C:19]([O:18][C:16](=[O:17])[NH:15][C@H:11]([CH2:12][O:13][CH3:14])[CH2:10][CH2:9][OH:8])([CH3:22])([CH3:21])[CH3:20]. The catalyst class is: 27.